Dataset: HIV replication inhibition screening data with 41,000+ compounds from the AIDS Antiviral Screen. Task: Binary Classification. Given a drug SMILES string, predict its activity (active/inactive) in a high-throughput screening assay against a specified biological target. (1) The compound is CC1=CC2c3cc(c(O)cc3O)C(=O)C3C(C=C(C)CC3c3ccc(O)cc3O)c3cc(c(O)cc3O)C(=O)C2C(c2ccc(O)cc2O)C1. The result is 0 (inactive). (2) The drug is N#Cc1nc(C#N)n(C(=O)c2ccccc2)c1NC(=O)c1ccccc1. The result is 0 (inactive). (3) The drug is Cc1ccccc1OCC1COC(c2ccc(Cl)cc2)O1. The result is 0 (inactive). (4) The molecule is S=C1Nc2ccccc2SC1c1ccccc1. The result is 0 (inactive).